This data is from Reaction yield outcomes from USPTO patents with 853,638 reactions. The task is: Predict the reaction yield, written as a fraction of the theoretical maximum amount of product (1.0 means a 100% yield; for example, 0.34 means a 34% yield). (1) The reactants are [C:1]([C@@:18]1(C(O)=O)[CH2:22][C@@H:21]([NH2:23])[CH2:20][N:19]1[C:24]([O:26][C:27]([CH3:30])([CH3:29])[CH3:28])=[O:25])([O:3]CC1C2C(=CC=CC=2)C2C1=CC=CC=2)=[O:2]. The catalyst is C(#N)C.N1CCCC1. The product is [NH2:23][CH:21]1[CH2:20][N:19]([C:24]([O:26][C:27]([CH3:28])([CH3:29])[CH3:30])=[O:25])[CH:18]([C:1]([OH:3])=[O:2])[CH2:22]1. The yield is 0.400. (2) The reactants are Cl[C:2]1[N:20]=[CH:19][CH:18]=[CH:17][C:3]=1[C:4]([NH:6][C:7]1[N:8]=[CH:9][C:10]2[C:15]([CH:16]=1)=[CH:14][CH:13]=[CH:12][CH:11]=2)=[O:5].[OH:21][CH:22]([CH3:35])[CH2:23][NH:24][C:25]([C:27]1[CH:32]=[C:31]([CH2:33][NH2:34])[CH:30]=[CH:29][N:28]=1)=[O:26]. The catalyst is N1C=CC=CC=1. The product is [OH:21][CH:22]([CH3:35])[CH2:23][NH:24][C:25]([C:27]1[CH:32]=[C:31]([CH2:33][NH:34][C:2]2[N:20]=[CH:19][CH:18]=[CH:17][C:3]=2[C:4](=[O:5])[NH:6][C:7]2[N:8]=[CH:9][C:10]3[C:15]([CH:16]=2)=[CH:14][CH:13]=[CH:12][CH:11]=3)[CH:30]=[CH:29][N:28]=1)=[O:26]. The yield is 0.0900. (3) The reactants are [Br:1][C:2]1[CH:3]=[C:4]2[C:8](=[CH:9][CH:10]=1)[N:7]([CH:11]1[CH2:16][CH2:15][CH2:14][CH2:13][O:12]1)[N:6]=[C:5]2[C:17]([O:19]C)=[O:18].O[Li].O.Cl. The catalyst is CO.O. The product is [Br:1][C:2]1[CH:3]=[C:4]2[C:8](=[CH:9][CH:10]=1)[N:7]([CH:11]1[CH2:16][CH2:15][CH2:14][CH2:13][O:12]1)[N:6]=[C:5]2[C:17]([OH:19])=[O:18]. The yield is 0.890. (4) The reactants are [NH2:1][CH:2]1[CH2:7][CH2:6][N:5]([C:8]([O:10][C:11]([CH3:14])([CH3:13])[CH3:12])=[O:9])[CH2:4][CH2:3]1.[CH:15]([C:17]1[C:18]([NH:23][C:24](=O)[O:25]CC)=[N:19][CH:20]=[CH:21][CH:22]=1)=O.[BH4-].[Na+].C1(C)C=CC=CC=1. The catalyst is CO.C(O)(=O)C. The product is [O:25]=[C:24]1[NH:23][C:18]2[N:19]=[CH:20][CH:21]=[CH:22][C:17]=2[CH2:15][N:1]1[CH:2]1[CH2:3][CH2:4][N:5]([C:8]([O:10][C:11]([CH3:14])([CH3:13])[CH3:12])=[O:9])[CH2:6][CH2:7]1. The yield is 0.440. (5) The yield is 0.450. The catalyst is CN(C)C=O.C(OCC)(=O)C. The reactants are C(=O)([O-])[O-].[K+].[K+].Br[CH2:8][CH:9]1[CH2:11][CH2:10]1.[CH:12]([O:15][C:16]([N:18]1[C:27]2[C:22](=[CH:23][C:24]([C:28]([F:31])([F:30])[F:29])=[CH:25][CH:26]=2)[C@@H:21]([N:32]([CH2:38][C:39]2[CH:44]=[C:43]([C:45]([F:48])([F:47])[F:46])[CH:42]=[C:41]([C:49]([F:52])([F:51])[F:50])[CH:40]=2)[C:33]2[NH:37][N:36]=[N:35][N:34]=2)[CH2:20][C@H:19]1[CH2:53][CH3:54])=[O:17])([CH3:14])[CH3:13].O. The product is [CH:12]([O:15][C:16]([N:18]1[C:27]2[C:22](=[CH:23][C:24]([C:28]([F:31])([F:30])[F:29])=[CH:25][CH:26]=2)[C@@H:21]([N:32]([CH2:38][C:39]2[CH:44]=[C:43]([C:45]([F:46])([F:47])[F:48])[CH:42]=[C:41]([C:49]([F:50])([F:51])[F:52])[CH:40]=2)[C:33]2[N:34]=[N:35][N:36]([CH2:8][CH:9]3[CH2:11][CH2:10]3)[N:37]=2)[CH2:20][C@H:19]1[CH2:53][CH3:54])=[O:17])([CH3:14])[CH3:13]. (6) The reactants are Br[CH:2]([C:4]1[CH:5]=[C:6]2[C:11](=[CH:12][CH:13]=1)[N:10]=[CH:9][CH:8]=[CH:7]2)[CH3:3].[Cl:14][C:15]1[CH:16]=[C:17]2[C:22](=[CH:23][CH:24]=1)[O:21][C:20](=[O:25])[CH:19]=[C:18]2[NH:26][CH:27]1[CH2:32][CH2:31][NH:30][CH2:29][CH2:28]1.C([O-])([O-])=O.[K+].[K+].O. The catalyst is CN(C=O)C. The product is [Cl:14][C:15]1[CH:16]=[C:17]2[C:22](=[CH:23][CH:24]=1)[O:21][C:20](=[O:25])[CH:19]=[C:18]2[NH:26][CH:27]1[CH2:32][CH2:31][N:30]([CH:2]([C:4]2[CH:5]=[C:6]3[C:11](=[CH:12][CH:13]=2)[N:10]=[CH:9][CH:8]=[CH:7]3)[CH3:3])[CH2:29][CH2:28]1. The yield is 0.960. (7) The reactants are F[C:2]1[CH:17]=[CH:16][C:15]([O:18][CH3:19])=[CH:14][C:3]=1[CH:4]=[N:5][NH:6][C:7]1[CH:12]=[CH:11][C:10]([F:13])=[CH:9][CH:8]=1.CC(C)([O-])C.[K+]. The catalyst is CN1C(=O)CCC1. The product is [F:13][C:10]1[CH:11]=[CH:12][C:7]([N:6]2[C:2]3[C:3](=[CH:14][C:15]([O:18][CH3:19])=[CH:16][CH:17]=3)[CH:4]=[N:5]2)=[CH:8][CH:9]=1. The yield is 0.360.